The task is: Predict the reaction yield, written as a fraction of the theoretical maximum amount of product (1.0 means a 100% yield; for example, 0.34 means a 34% yield).. This data is from Reaction yield outcomes from USPTO patents with 853,638 reactions. (1) The reactants are [NH:1]1[CH2:7][C:5](=[O:6])[NH:4][C:2]1=[O:3].[OH-].[K+].[Br:10][C:11]1[CH:12]=[C:13]([CH:16]=[CH:17][CH:18]=1)[CH2:14]Br. The catalyst is CCO.CCOC(C)=O. The product is [Br:10][C:11]1[CH:12]=[C:13]([CH:16]=[CH:17][CH:18]=1)[CH2:14][N:4]1[C:5](=[O:6])[CH2:7][NH:1][C:2]1=[O:3]. The yield is 0.630. (2) The reactants are [F:1][C:2]1[C:7]([O:8]C)=[CH:6][CH:5]=[C:4]([F:10])[C:3]=1[C:11]#[N:12].B(Br)(Br)Br.O. The catalyst is C(Cl)Cl. The product is [F:1][C:2]1[C:7]([OH:8])=[CH:6][CH:5]=[C:4]([F:10])[C:3]=1[C:11]#[N:12]. The yield is 0.550. (3) The reactants are [CH:1]([OH:4])([CH3:3])[CH3:2].[H-].[Na+].[CH2:7]([Sn:11]([CH2:18][CH2:19][CH2:20][CH3:21])([CH2:14][CH2:15][CH2:16][CH3:17])[CH2:12]I)[CH2:8][CH2:9][CH3:10].CN(C)C=O. The catalyst is O1CCCC1. The product is [CH2:18]([Sn:11]([CH2:7][CH2:8][CH2:9][CH3:10])([CH2:14][CH2:15][CH2:16][CH3:17])[CH2:12][O:4][CH:1]([CH3:3])[CH3:2])[CH2:19][CH2:20][CH3:21]. The yield is 0.320. (4) The reactants are [Cl:1][C:2]1[S:6][C:5]([CH2:7][N:8]2[C:16]3[C:11](=[CH:12][CH:13]=[CH:14][CH:15]=3)[C:10](=O)[C:9]2=[O:18])=[CH:4][CH:3]=1.[F:19][C:20]([F:29])([F:28])[C:21]1[CH:22]=[C:23]([CH:25]=[CH:26][CH:27]=1)[NH2:24]. No catalyst specified. The product is [Cl:1][C:2]1[S:6][C:5]([CH2:7][N:8]2[C:16]3[C:11](=[CH:12][CH:13]=[CH:14][CH:15]=3)[C:10](=[N:24][C:23]3[CH:25]=[CH:26][CH:27]=[C:21]([C:20]([F:19])([F:28])[F:29])[CH:22]=3)[C:9]2=[O:18])=[CH:4][CH:3]=1. The yield is 0.610. (5) The reactants are [F:1][C:2]1[CH:7]=[CH:6][C:5]([CH:8]([CH3:13])[C:9]([O:11][CH3:12])=[O:10])=[CH:4][CH:3]=1.C[Si](C)(C)[N-][Si](C)(C)C.[Li+].C[Si](C)(C)N[Si](C)(C)C.[CH2:33]([Li])CCC.CCCCCC.BrC[CH2:46][C:47]([CH3:50])([CH3:49])[CH3:48]. The catalyst is O1CCCC1. The product is [F:1][C:2]1[CH:3]=[CH:4][C:5]([C:8]([CH3:33])([CH2:13][CH2:46][C:47]([CH3:50])([CH3:49])[CH3:48])[C:9]([O:11][CH3:12])=[O:10])=[CH:6][CH:7]=1. The yield is 0.280. (6) The reactants are [O:1]1[CH2:6][CH2:5][O:4][CH2:3][C@@H:2]1[CH2:7][O:8]/[N:9]=[C:10]1\[NH:11][C@@H:12]([C:22]2[CH:27]=[CH:26][C:25]([F:28])=[CH:24][C:23]=2Br)[CH2:13][C:14]2[N:15]=[C:16]([NH2:21])[N:17]=[C:18]([CH3:20])[C:19]\1=2.[CH3:30][O:31][C:32]1[N:37]=[C:36](B2OCCN(C3C=CC=CC=3)CCO2)[CH:35]=[CH:34][CH:33]=1. No catalyst specified. The product is [O:1]1[CH2:6][CH2:5][O:4][CH2:3][C@@H:2]1[CH2:7][O:8]/[N:9]=[C:10]1\[NH:11][C@@H:12]([C:22]2[CH:27]=[CH:26][C:25]([F:28])=[CH:24][C:23]=2[C:36]2[CH:35]=[CH:34][CH:33]=[C:32]([O:31][CH3:30])[N:37]=2)[CH2:13][C:14]2[N:15]=[C:16]([NH2:21])[N:17]=[C:18]([CH3:20])[C:19]\1=2. The yield is 0.373. (7) The reactants are Br[CH2:2][C:3]1[N:8]=[C:7]2[N:9]=[C:10]([C:12]3[CH:17]=[CH:16][CH:15]=[C:14]([N+:18]([O-:20])=[O:19])[CH:13]=3)[O:11][C:6]2=[CH:5][CH:4]=1.CCN(CC)CC.[C:28]([N:35]1[CH2:40][CH2:39][NH:38][CH2:37][CH2:36]1)([O:30][C:31]([CH3:34])([CH3:33])[CH3:32])=[O:29]. The catalyst is CC#N. The product is [C:31]([O:30][C:28]([N:35]1[CH2:40][CH2:39][N:38]([CH2:2][C:3]2[N:8]=[C:7]3[N:9]=[C:10]([C:12]4[CH:17]=[CH:16][CH:15]=[C:14]([N+:18]([O-:20])=[O:19])[CH:13]=4)[O:11][C:6]3=[CH:5][CH:4]=2)[CH2:37][CH2:36]1)=[O:29])([CH3:34])([CH3:32])[CH3:33]. The yield is 1.00. (8) The yield is 0.410. The product is [Br:8][C:6]1[N:7]=[C:2]([NH:25][C@H:22]2[CH2:23][CH2:24][C@H:19]([O:18][CH3:17])[CH2:20][CH2:21]2)[C:3]([NH:9][CH2:10][C:11]([O:13][CH2:14][CH3:15])=[O:12])=[N:4][CH:5]=1. The catalyst is [Cl-].[Na+].O.C(OCC)(=O)C. The reactants are Br[C:2]1[C:3]([NH:9][CH2:10][C:11]([O:13][CH2:14][CH3:15])=[O:12])=[N:4][CH:5]=[C:6]([Br:8])[N:7]=1.Cl.[CH3:17][O:18][C@H:19]1[CH2:24][CH2:23][C@H:22]([NH2:25])[CH2:21][CH2:20]1.CN1C(=O)CCC1.CCN(C(C)C)C(C)C.